This data is from Full USPTO retrosynthesis dataset with 1.9M reactions from patents (1976-2016). The task is: Predict the reactants needed to synthesize the given product. Given the product [NH2:15][C:6]1[C:7]([NH:9][CH2:10][C:11]([O:13][CH3:14])=[O:12])=[N:8][C:3]([O:2][CH3:1])=[CH:4][CH:5]=1, predict the reactants needed to synthesize it. The reactants are: [CH3:1][O:2][C:3]1[N:8]=[C:7]([NH:9][CH2:10][C:11]([O:13][CH3:14])=[O:12])[C:6]([N+:15]([O-])=O)=[CH:5][CH:4]=1.CO.